Dataset: TCR-epitope binding with 47,182 pairs between 192 epitopes and 23,139 TCRs. Task: Binary Classification. Given a T-cell receptor sequence (or CDR3 region) and an epitope sequence, predict whether binding occurs between them. (1) The epitope is TPQDLNTML. Result: 0 (the TCR does not bind to the epitope). The TCR CDR3 sequence is CASSQEYQGLQPQHF. (2) The epitope is KLWAQCVQL. The TCR CDR3 sequence is CASSLKLAGDLGKSTDTQYF. Result: 1 (the TCR binds to the epitope). (3) The epitope is YLNTLTLAV. The TCR CDR3 sequence is CASSTTEILYF. Result: 1 (the TCR binds to the epitope). (4) Result: 0 (the TCR does not bind to the epitope). The epitope is QVPLRPMTYK. The TCR CDR3 sequence is CASSSQGWDYGYTF. (5) The epitope is FQPTNGVGY. The TCR CDR3 sequence is CASGIALRQFF. Result: 0 (the TCR does not bind to the epitope).